From a dataset of Full USPTO retrosynthesis dataset with 1.9M reactions from patents (1976-2016). Predict the reactants needed to synthesize the given product. (1) The reactants are: [CH:1]1[C:13]2[NH:12][C:11]3[C:6](=[CH:7][CH:8]=[CH:9][CH:10]=3)[C:5]=2[CH:4]=[C:3]([C:14]([O:16][CH2:17][CH3:18])=[O:15])[N:2]=1.[H-].[Na+].[CH2:21](Br)[C:22]1[CH:27]=[CH:26][CH:25]=[CH:24][CH:23]=1.C(N1C2C=NC(C(OC)=O)=CC=2C2C1=CC=CC=2)C1C=CC=CC=1. Given the product [CH2:21]([N:12]1[C:13]2[CH:1]=[N:2][C:3]([C:14]([O:16][CH2:17][CH3:18])=[O:15])=[CH:4][C:5]=2[C:6]2[C:11]1=[CH:10][CH:9]=[CH:8][CH:7]=2)[C:22]1[CH:27]=[CH:26][CH:25]=[CH:24][CH:23]=1, predict the reactants needed to synthesize it. (2) The reactants are: [CH2:1]([O:3][C:4]([C:6]1[CH:7]=[C:8]2[C:13](=[CH:14][CH:15]=1)[NH:12][CH:11]([C:16]1[CH:21]=[CH:20][CH:19]=[C:18](Br)[CH:17]=1)[C:10]([CH3:24])([CH3:23])[CH2:9]2)=[O:5])[CH3:2].C(=O)([O-])[O-].[Cs+].[Cs+].CC1(C)C2C(=C(P(C3C=CC=CC=3)C3C=CC=CC=3)C=CC=2)OC2C(P(C3C=CC=CC=3)C3C=CC=CC=3)=CC=CC1=2.Cl.[Cl:74][C:75]1[CH:80]=[CH:79][C:78]([N:81]2[CH2:86][CH2:85][NH:84][CH2:83][CH2:82]2)=[CH:77][CH:76]=1. Given the product [CH2:1]([O:3][C:4]([C:6]1[CH:7]=[C:8]2[C:13](=[CH:14][CH:15]=1)[NH:12][CH:11]([C:16]1[CH:21]=[CH:20][CH:19]=[C:18]([N:84]3[CH2:83][CH2:82][N:81]([C:78]4[CH:77]=[CH:76][C:75]([Cl:74])=[CH:80][CH:79]=4)[CH2:86][CH2:85]3)[CH:17]=1)[C:10]([CH3:24])([CH3:23])[CH2:9]2)=[O:5])[CH3:2], predict the reactants needed to synthesize it. (3) Given the product [C:3]1([CH3:1])[CH:4]=[CH:5][C:6]([C@H:9]2[CH2:14][C@@H:13]([C:15]([F:16])([F:17])[F:18])[N:12]3[N:19]=[CH:20][C:21]([C:22]([O:24][CH2:25][CH3:26])=[O:23])=[C:11]3[NH:10]2)=[CH:7][CH:8]=1, predict the reactants needed to synthesize it. The reactants are: [CH2:1]([C:3]1[CH:8]=[CH:7][C:6]([C@H:9]2[CH2:14][C@@H:13]([C:15]([F:18])([F:17])[F:16])[N:12]3[N:19]=[CH:20][C:21]([C:22]([O:24][CH2:25][CH3:26])=[O:23])=[C:11]3[NH:10]2)=[CH:5][CH:4]=1)C.C1(C)C=CC(C2C=C(C(F)(F)F)N3N=CC(C(OCC)=O)=C3N=2)=CC=1.[BH4-].[Na+]. (4) Given the product [C:44]([N:30]1[CH2:29][CH2:28][CH:27]([NH:26][C:24]([NH:23][C:21]2[N:22]=[C:17]3[C:16]([C:33]4[CH:38]=[CH:37][CH:36]=[C:35]([C:39]([F:42])([F:40])[F:41])[CH:34]=4)=[C:15]([CH3:43])[C:14]([C:13]4[N:9]([C:6]5[CH:5]=[CH:4][C:3]([C:1]#[N:2])=[CH:8][CH:7]=5)[N:10]=[CH:11][CH:12]=4)=[CH:19][N:18]3[N:20]=2)=[O:25])[CH2:32][CH2:31]1)(=[O:46])[CH3:45], predict the reactants needed to synthesize it. The reactants are: [C:1]([C:3]1[CH:8]=[CH:7][C:6]([N:9]2[C:13]([C:14]3[C:15]([CH3:43])=[C:16]([C:33]4[CH:38]=[CH:37][CH:36]=[C:35]([C:39]([F:42])([F:41])[F:40])[CH:34]=4)[C:17]4[N:18]([N:20]=[C:21]([NH:23][C:24]([NH:26][CH:27]5[CH2:32][CH2:31][NH:30][CH2:29][CH2:28]5)=[O:25])[N:22]=4)[CH:19]=3)=[CH:12][CH:11]=[N:10]2)=[CH:5][CH:4]=1)#[N:2].[C:44](Cl)(=[O:46])[CH3:45].ClCC(NC1N=C2C(C3C=CC=C(C(F)(F)F)C=3)=C(C)C(C3N(C4C=CC(C#N)=CC=4)N=CC=3)=CN2N=1)=O. (5) Given the product [F:1][C:2]1[CH:3]=[CH:4][C:5]([O:29][CH3:30])=[C:6]([C:8]([CH3:28])([CH3:27])[CH2:9][C:10]([N:38]([CH3:37])[CH3:33])([CH2:15][C:16]2[C:25]3[C:20](=[CH:21][CH:22]=[CH:23][CH:24]=3)[N:19]=[CH:18][CH:17]=2)[C:11]([F:14])([F:13])[F:12])[CH:7]=1, predict the reactants needed to synthesize it. The reactants are: [F:1][C:2]1[CH:3]=[CH:4][C:5]([O:29][CH3:30])=[C:6]([C:8]([CH3:28])([CH3:27])[CH2:9][C:10](N)([CH2:15][C:16]2[C:25]3[C:20](=[CH:21][CH:22]=[CH:23][CH:24]=3)[N:19]=[CH:18][CH:17]=2)[C:11]([F:14])([F:13])[F:12])[CH:7]=1.C=O.[C:33](O)(=O)C.[C:37]([BH3-])#[N:38].[Na+]. (6) Given the product [Cl:27][C:22]1[CH:21]=[C:20]([NH:19][C:10]2[C:9]3[C:14](=[CH:15][C:16]([O:17][CH3:18])=[C:7]([OH:6])[CH:8]=3)[N:13]=[CH:12][N:11]=2)[CH:25]=[CH:24][C:23]=1[F:26], predict the reactants needed to synthesize it. The reactants are: [OH-].[NH4+].C([O:6][C:7]1[CH:8]=[C:9]2[C:14](=[CH:15][C:16]=1[O:17][CH3:18])[N:13]=[CH:12][N:11]=[C:10]2[NH:19][C:20]1[CH:25]=[CH:24][C:23]([F:26])=[C:22]([Cl:27])[CH:21]=1)(=O)C. (7) The reactants are: [Br:1][C:2]1[C:10]2[N:9]=[C:8]([CH:11]([F:13])[F:12])[N:7]([CH2:14][C:15]3[CH:20]=[CH:19][CH:18]=[C:17]([Cl:21])[C:16]=3[CH3:22])[C:6]=2[CH:5]=[C:4]([NH2:23])[CH:3]=1.[OH-].[Na+].Br[CH2:27][CH2:28][O:29][CH2:30][CH2:31]Br. Given the product [Br:1][C:2]1[C:10]2[N:9]=[C:8]([CH:11]([F:13])[F:12])[N:7]([CH2:14][C:15]3[CH:20]=[CH:19][CH:18]=[C:17]([Cl:21])[C:16]=3[CH3:22])[C:6]=2[CH:5]=[C:4]([N:23]2[CH2:31][CH2:30][O:29][CH2:28][CH2:27]2)[CH:3]=1, predict the reactants needed to synthesize it.